This data is from TCR-epitope binding with 47,182 pairs between 192 epitopes and 23,139 TCRs. The task is: Binary Classification. Given a T-cell receptor sequence (or CDR3 region) and an epitope sequence, predict whether binding occurs between them. (1) The epitope is ITEEVGHTDLMAAY. The TCR CDR3 sequence is CASSFGGIEQFF. Result: 0 (the TCR does not bind to the epitope). (2) The TCR CDR3 sequence is CARPPETQYF. Result: 0 (the TCR does not bind to the epitope). The epitope is LSDDAVVCFNSTY. (3) The epitope is KMKDLSPRW. The TCR CDR3 sequence is CASSTRGREQYF. Result: 0 (the TCR does not bind to the epitope).